From a dataset of Forward reaction prediction with 1.9M reactions from USPTO patents (1976-2016). Predict the product of the given reaction. (1) Given the reactants C[Si](C)(C)[O:3][C:4]1[N:13]=[C:12]([O:14][Si](C)(C)C)[C:11]2[CH2:10][CH2:9][CH2:8][CH2:7][C:6]=2[N:5]=1.Br[CH2:22][C:23]1[CH:24]=[C:25]([CH:30]=[CH:31][CH:32]=1)[C:26]([O:28][CH3:29])=[O:27].O1CCOCC1.CO, predict the reaction product. The product is: [CH3:29][O:28][C:26]([C:25]1[CH:24]=[C:23]([CH:32]=[CH:31][CH:30]=1)[CH2:22][N:5]1[C:6]2[CH2:7][CH2:8][CH2:9][CH2:10][C:11]=2[C:12](=[O:14])[NH:13][C:4]1=[O:3])=[O:27]. (2) Given the reactants [I:1]N1C(=O)CCC1=O.[CH2:9]([C:13]1[N:14]=[C:15]([Cl:22])[C:16]2[NH:21][CH:20]=[CH:19][C:17]=2[N:18]=1)[CH2:10][CH2:11][CH3:12], predict the reaction product. The product is: [CH2:9]([C:13]1[N:14]=[C:15]([Cl:22])[C:16]2[NH:21][CH:20]=[C:19]([I:1])[C:17]=2[N:18]=1)[CH2:10][CH2:11][CH3:12]. (3) Given the reactants Br[C:2]1[C:7]2[S:8][C:9]([C:11]3[C:16]([Cl:17])=[CH:15][CH:14]=[CH:13][C:12]=3[Cl:18])=[N:10][C:6]=2[C:5]([F:19])=[CH:4][N:3]=1.C[Si](Br)(C)C.ClC1[C:31]2S[C:33](C3C(Cl)=CC=CC=3Cl)=[N:34][C:30]=2[C:29](F)=[CH:28][N:27]=1.C(=O)([O-])[O-].[K+].[K+].C(#[N:53])CC, predict the reaction product. The product is: [Cl:18][C:12]1[CH:13]=[CH:14][CH:15]=[C:16]([Cl:17])[C:11]=1[C:9]1[S:8][C:7]2[C:2]([NH:53][C:28]3[CH:29]=[C:30]([CH3:31])[N:34]=[CH:33][N:27]=3)=[N:3][CH:4]=[C:5]([F:19])[C:6]=2[N:10]=1. (4) Given the reactants Br.Br[CH2:3][C:4]([C:6]1[CH:11]=[CH:10][CH:9]=[CH:8][N:7]=1)=O.[CH2:12]([NH:19][C:20]([NH2:22])=[S:21])[C:13]1[CH:18]=[CH:17][CH:16]=[CH:15][CH:14]=1, predict the reaction product. The product is: [CH2:12]([NH:19][C:20]1[S:21][CH:3]=[C:4]([C:6]2[CH:11]=[CH:10][CH:9]=[CH:8][N:7]=2)[N:22]=1)[C:13]1[CH:18]=[CH:17][CH:16]=[CH:15][CH:14]=1.